This data is from Catalyst prediction with 721,799 reactions and 888 catalyst types from USPTO. The task is: Predict which catalyst facilitates the given reaction. (1) The catalyst class is: 5. Product: [OH:4][C:5]1[CH:14]=[CH:13][CH:12]=[C:11]2[C:6]=1[CH2:7][CH2:8][CH2:9][N:10]2[C:15]([O:17][C:18]([CH3:21])([CH3:20])[CH3:19])=[O:16]. Reactant: C([O:4][C:5]1[CH:14]=[CH:13][CH:12]=[C:11]2[C:6]=1[CH2:7][CH2:8][CH2:9][N:10]2[C:15]([O:17][C:18]([CH3:21])([CH3:20])[CH3:19])=[O:16])(=O)C.C(=O)([O-])[O-].[K+].[K+]. (2) Reactant: [Cl:1][C:2]1[CH:3]=[CH:4][C:5]([C:8]([C:16]2[CH:21]=[C:20]([C:22]([F:25])([F:24])[F:23])[CH:19]=[C:18]([F:26])[CH:17]=2)=[N:9][C:10]2[N:14]([CH3:15])[N:13]=[N:12][N:11]=2)=[N:6][CH:7]=1.[CH2:27]([Mg]Cl)[C:28]1[CH:33]=[CH:32][CH:31]=[CH:30][CH:29]=1. Product: [Cl:1][C:2]1[CH:3]=[CH:4][C:5]([C:8]([NH:9][C:10]2[N:14]([CH3:15])[N:13]=[N:12][N:11]=2)([C:16]2[CH:21]=[C:20]([C:22]([F:23])([F:25])[F:24])[CH:19]=[C:18]([F:26])[CH:17]=2)[CH2:27][C:28]2[CH:33]=[CH:32][CH:31]=[CH:30][CH:29]=2)=[N:6][CH:7]=1. The catalyst class is: 2.